This data is from Forward reaction prediction with 1.9M reactions from USPTO patents (1976-2016). The task is: Predict the product of the given reaction. (1) Given the reactants [Br:1][C:2]1[CH:3]=[C:4]([CH:12]=[CH:13][CH:14]=1)[O:5][CH2:6][CH2:7][NH:8][CH2:9][CH2:10][NH2:11].[F:15][C:16]([F:23])([F:22])[C:17](OCC)=[O:18], predict the reaction product. The product is: [Br:1][C:2]1[CH:3]=[C:4]([CH:12]=[CH:13][CH:14]=1)[O:5][CH2:6][CH2:7][NH:8][CH2:9][CH2:10][NH:11][C:17](=[O:18])[C:16]([F:23])([F:22])[F:15]. (2) Given the reactants Cl[C:2]1[C:11]2[C:6](=[CH:7][C:8]([S:12]([N:15]([C:25]3[CH:29]=[CH:28][O:27][N:26]=3)[CH2:16][C:17]3[CH:22]=[CH:21][C:20]([O:23][CH3:24])=[CH:19][CH:18]=3)(=[O:14])=[O:13])=[CH:9][CH:10]=2)[C:5]([OH:30])=[CH:4][N:3]=1.[Cl:31][C:32]1[C:37]([F:38])=[CH:36][C:35](B2OC(C)(C)C(C)(C)O2)=[C:34]([O:48][CH3:49])[CH:33]=1.C(=O)([O-])[O-].[K+].[K+].O1CCOCC1, predict the reaction product. The product is: [Cl:31][C:32]1[C:37]([F:38])=[CH:36][C:35]([C:2]2[C:11]3[C:6](=[CH:7][C:8]([S:12]([N:15]([C:25]4[CH:29]=[CH:28][O:27][N:26]=4)[CH2:16][C:17]4[CH:22]=[CH:21][C:20]([O:23][CH3:24])=[CH:19][CH:18]=4)(=[O:14])=[O:13])=[CH:9][CH:10]=3)[C:5]([OH:30])=[CH:4][N:3]=2)=[C:34]([O:48][CH3:49])[CH:33]=1. (3) The product is: [CH:1]12[CH2:7][CH:4]([CH2:5][CH2:6]1)[CH2:3][CH:2]2[Si:9]([CH3:11])([CH3:8])[Cl:10]. Given the reactants [CH:1]12[CH2:7][CH:4]([CH2:5][CH2:6]1)[CH:3]=[CH:2]2.[CH3:8][SiH:9]([CH3:11])[Cl:10], predict the reaction product. (4) Given the reactants [C:1]([NH:5][S:6]([C:9]1[CH:14]=[CH:13][C:12]([C:15]2[N:19]([CH2:20][CH:21]3[CH2:26][CH2:25][CH2:24][CH2:23][CH2:22]3)[CH:18]=[C:17]([C:27]([NH:29][CH2:30][CH2:31][C:32]([CH3:38])([CH3:37])[C:33]([O:35][CH3:36])=[O:34])=[O:28])[CH:16]=2)=[CH:11][C:10]=1[C:39]([F:42])([F:41])[F:40])(=[O:8])=[O:7])([CH3:4])([CH3:3])[CH3:2].C1C(=O)N([Cl:50])C(=O)C1, predict the reaction product. The product is: [C:1]([NH:5][S:6]([C:9]1[CH:14]=[CH:13][C:12]([C:15]2[N:19]([CH2:20][CH:21]3[CH2:26][CH2:25][CH2:24][CH2:23][CH2:22]3)[C:18]([Cl:50])=[C:17]([C:27]([NH:29][CH2:30][CH2:31][C:32]([CH3:37])([CH3:38])[C:33]([O:35][CH3:36])=[O:34])=[O:28])[CH:16]=2)=[CH:11][C:10]=1[C:39]([F:41])([F:42])[F:40])(=[O:8])=[O:7])([CH3:2])([CH3:3])[CH3:4]. (5) Given the reactants C(=O)([O-])[O-].[K+].[K+].[Si:7]([O:14][C@H:15]1[CH2:19][CH2:18][N:17]([CH2:20][C@@H:21]([NH:30][CH3:31])[C:22]2[CH:27]=[CH:26][CH:25]=[C:24]([O:28][CH3:29])[CH:23]=2)[CH2:16]1)([C:10]([CH3:13])([CH3:12])[CH3:11])([CH3:9])[CH3:8].[CH3:44][C:43]([O:42][C:40](O[C:40]([O:42][C:43]([CH3:46])([CH3:45])[CH3:44])=[O:41])=[O:41])([CH3:46])[CH3:45], predict the reaction product. The product is: [Si:7]([O:14][C@H:15]1[CH2:19][CH2:18][N:17]([CH2:20][C@@H:21]([N:30]([CH3:31])[C:40](=[O:41])[O:42][C:43]([CH3:44])([CH3:45])[CH3:46])[C:22]2[CH:27]=[CH:26][CH:25]=[C:24]([O:28][CH3:29])[CH:23]=2)[CH2:16]1)([C:10]([CH3:13])([CH3:12])[CH3:11])([CH3:8])[CH3:9]. (6) Given the reactants [CH2:1]([N:8]1[CH2:12][CH2:11][CH:10]([CH2:13][NH2:14])[CH2:9]1)[C:2]1[CH:7]=[CH:6][CH:5]=[CH:4][CH:3]=1.[F:15][C:16]([F:27])([F:26])[C:17](O[C:17](=[O:18])[C:16]([F:27])([F:26])[F:15])=[O:18], predict the reaction product. The product is: [F:15][C:16]([F:27])([F:26])[C:17]([NH:14][CH2:13][CH:10]1[CH2:11][CH2:12][N:8]([CH2:1][C:2]2[CH:7]=[CH:6][CH:5]=[CH:4][CH:3]=2)[CH2:9]1)=[O:18]. (7) Given the reactants Cl.[NH2:2][CH:3]([C:13]1[CH:18]=[CH:17][N:16]=[C:15]([F:19])[CH:14]=1)[C:4]([C:6]1[CH:11]=[CH:10][C:9]([F:12])=[CH:8][CH:7]=1)=O.[O-:20][C:21]#[N:22].[K+], predict the reaction product. The product is: [F:12][C:9]1[CH:10]=[CH:11][C:6]([C:4]2[NH:22][C:21](=[O:20])[NH:2][C:3]=2[C:13]2[CH:18]=[CH:17][N:16]=[C:15]([F:19])[CH:14]=2)=[CH:7][CH:8]=1. (8) Given the reactants [NH2:1][C@@H:2]1[C:10]2[C:5](=[CH:6][CH:7]=[CH:8][CH:9]=2)[CH2:4][C@@H:3]1[OH:11].C(Cl)Cl.C(N(CC)CC)C.[CH3:22][S:23](Cl)(=[O:25])=[O:24], predict the reaction product. The product is: [CH3:22][S:23]([O:11][C@H:3]1[CH2:4][C:5]2[C:10](=[CH:9][CH:8]=[CH:7][CH:6]=2)[C@H:2]1[NH:1][S:23]([CH3:22])(=[O:25])=[O:24])(=[O:25])=[O:24]. (9) Given the reactants [CH3:1][O:2][C:3](=[O:17])[CH:4]=[C:5]([C:7]1[CH:8]=[CH:9][C:10]2[N:11]([C:13](I)=[CH:14][N:15]=2)[CH:12]=1)[CH3:6].C(=O)([O-])[O-].[Na+].[Na+].[CH2:24]([O:26][C:27]1[C:32]([CH:33]([CH3:35])[CH3:34])=[CH:31][C:30]([CH:36]([CH3:38])[CH3:37])=[CH:29][C:28]=1B(O)O)[CH3:25], predict the reaction product. The product is: [CH3:1][O:2][C:3](=[O:17])[CH:4]=[C:5]([C:7]1[CH:8]=[CH:9][C:10]2[N:11]([C:13]([C:28]3[CH:29]=[C:30]([CH:36]([CH3:38])[CH3:37])[CH:31]=[C:32]([CH:33]([CH3:35])[CH3:34])[C:27]=3[O:26][CH2:24][CH3:25])=[CH:14][N:15]=2)[CH:12]=1)[CH3:6]. (10) Given the reactants [C:1]1([CH:7]=[C:8]([C:14]([C:16]2[S:17][CH:18]=[CH:19][CH:20]=2)=[O:15])[C:9]([O:11][CH2:12][CH3:13])=[O:10])[CH:6]=[CH:5][CH:4]=[CH:3][CH:2]=1.[Cl-].[Cl-].[Cl-].[Al+3], predict the reaction product. The product is: [O:15]=[C:14]1[C:16]2[S:17][CH:18]=[CH:19][C:20]=2[CH:7]([C:1]2[CH:6]=[CH:5][CH:4]=[CH:3][CH:2]=2)[CH:8]1[C:9]([O:11][CH2:12][CH3:13])=[O:10].